This data is from Forward reaction prediction with 1.9M reactions from USPTO patents (1976-2016). The task is: Predict the product of the given reaction. Given the reactants Cl[C:2]1[N:3]=[CH:4][C:5]2[N:11]([CH3:12])[C:10](=[O:13])[C:9]([F:15])([F:14])[CH2:8][N:7]([CH:16]3[CH2:19][CH2:18][CH2:17]3)[C:6]=2[N:20]=1.O.C1(C)C(S(O)(=O)=O)=CC=CC=1.[NH2:33][C:34]1[CH:50]=[CH:49][C:37]([C:38]([NH:40][CH:41]2[CH2:46][CH2:45][N:44]([CH2:47][CH3:48])[CH2:43][CH2:42]2)=[O:39])=[CH:36][C:35]=1[O:51][CH3:52], predict the reaction product. The product is: [CH:16]1([N:7]2[CH2:8][C:9]([F:15])([F:14])[C:10](=[O:13])[N:11]([CH3:12])[C:5]3[CH:4]=[N:3][C:2]([NH:33][C:34]4[CH:50]=[CH:49][C:37]([C:38]([NH:40][CH:41]5[CH2:42][CH2:43][N:44]([CH2:47][CH3:48])[CH2:45][CH2:46]5)=[O:39])=[CH:36][C:35]=4[O:51][CH3:52])=[N:20][C:6]2=3)[CH2:19][CH2:18][CH2:17]1.